From a dataset of Drug-target binding data from BindingDB using IC50 measurements. Regression. Given a target protein amino acid sequence and a drug SMILES string, predict the binding affinity score between them. We predict pIC50 (pIC50 = -log10(IC50 in M); higher means more potent). Dataset: bindingdb_ic50. (1) The compound is O=C(O)CCCNC(=O)c1cc(Oc2ccc(NC(=O)Nc3ccc(Cl)c(C(F)(F)F)c3)cc2)ccn1. The target protein sequence is MSNAPLNGVKLNPLDDPNKVIKVLASDGKTGEQREIAYTNCKVIGNGSFGVVFQAKLVSQGSEPAEGSSKESDEVAIKKVLQDKRFKNRELQIMRIVKHPNVVDLKAFFYSNGDKKDEVFLNLVLEYVPETVYRASRHYAKLKQTMPMLLIKLYMYQLLRSLAYIHSIGICHRDIKPQNLLLDPPSGVLKLIDFGSAKILIAGEPNVSYICSRYYRAPELIFGATNYTTNIDIWSTGCVMAELMQGQPLFPGESGIDQLVEIIKVLGTPSREQIKTMNPNYMEHKFPQIRPHPFSKVFRPRTPPDAIDLISRLLEYTPSARLTAIEALCHPFFDELRTGEARMPNGRELPPLFNWTKEELSVRPDLISRLVPQHAEAELLSRGIDVHNFQPIPLESLKVTLD. The pIC50 is 6.8. (2) The compound is COC(=O)C[C@H]1[C@]2(C)C3=C(C)[C@H](c4ccoc4)C[C@H]3O[C@@H]2[C@H](OC(C)=O)[C@H]2[C@](C)(C(=O)OC)C=CC(=O)[C@]12C. The target protein sequence is MPCCELITNISIPDDKAQNALSEIEDAISNVLGKPVAYIMSNYDYQKNLRFSGSNEGYCFVRLTSIGGINRSNNSSLADKITKILSNHLGVKPRRVYIEFRDCSAQNFAFSGSLFG. The pIC50 is 4.7. (3) The small molecule is Cc1cc2c(c(=S)[nH]1)C(=O)O/C2=C\c1cccn1C. The target protein (P14222) has sequence MAARLLLLGILLLLLPLPVPAPCHTAARSECKRSHKFVPGAWLAGEGVDVTSLRRSGSFPVDTQRFLRPDGTCTLCENALQEGTLQRLPLALTNWRAQGSGCQRHVTRAKVSSTEAVARDAARSIRNDWKVGLDVTPKPTSNVHVSVAGSHSQAANFAAQKTHQDQYSFSTDTVECRFYSFHVVHTPPLHPDFKRALGDLPHHFNASTQPAYLRLISNYGTHFIRAVELGGRISALTALRTCELALEGLTDNEVEDCLTVEAQVNIGIHGSISAEAKACEEKKKKHKMTASFHQTYRERHSEVVGGHHTSINDLLFGIQAGPEQYSAWVNSLPGSPGLVDYTLEPLHVLLDSQDPRREALRRALSQYLTDRARWRDCSRPCPPGRQKSPRDPCQCVCHGSAVTTQDCCPRQRGLAQLEVTFIQAWGLWGDWFTATDAYVKLFFGGQELRTSTVWDNNNPIWSVRLDFGDVLLATGGPLRLQVWDQDSGRDDDLLGTCDQA.... The pIC50 is 4.7. (4) The compound is COc1cccc(/C=C/C(=O)c2cc(O)ccc2O)c1. The pIC50 is 4.7. The target protein (Q96RI1) has sequence MVMQFQGLENPIQISPHCSCTPSGFFMEMMSMKPAKGVLTEQVAGPLGQNLEVEPYSQYSNVQFPQVQPQISSSSYYSNLGFYPQQPEEWYSPGIYELRRMPAETLYQGETEVAEMPVTKKPRMGASAGRIKGDELCVVCGDRASGYHYNALTCEGCKGFFRRSITKNAVYKCKNGGNCVMDMYMRRKCQECRLRKCKEMGMLAECMYTGLLTEIQCKSKRLRKNVKQHADQTVNEDSEGRDLRQVTSTTKSCREKTELTPDQQTLLHFIMDSYNKQRMPQEITNKILKEEFSAEENFLILTEMATNHVQVLVEFTKKLPGFQTLDHEDQIALLKGSAVEAMFLRSAEIFNKKLPSGHSDLLEERIRNSGISDEYITPMFSFYKSIGELKMTQEEYALLTAIVILSPDRQYIKDREAVEKLQEPLLDVLQKLCKIHQPENPQHFACLLGRLTELRTFNHHHAEMLMSWRVNDHKFTPLLCEIWDVQ. (5) The pIC50 is 5.2. The compound is Cc1ccc(NC(=O)Nc2cc(C(F)(F)F)ccc2F)cc1Nc1ccc2c(c1)NC(=O)/C2=C\c1ccc[nH]1. The target protein (Q78DX7) has sequence MKNICWLTLKLVKFVVLGCIIWISVAQSTVLSSCLTSCVTNLGRQLDSGTRYNLSEACIHGCQFWNSVDQETCALKCNDTYATICERESCEVGCSNAEGSYEEEVLESTELPTAPFASSIGSHGVTLRWNPANISGVKYIIQWKYAQLPGSWTFTETVSKLSYTVEPLHPFTEYIFRVVWIFTAQLHLYSPPSPSYRTHPYGVPETAPLILNMESWSPDTVEVSWAPPHFPGGPILGYNLRLISKNQKLDSGTQRTSFQFYSTLPNTTYRFSIAAVNEVGEGPEAESTVTTPSPSVQEEEQWLFLSRKTSLRKRSLKYLVDEAHCLWSDAIHHNITGISVYAQQQVVYFSEGTVIWMKGAANMSDVSDLRIFYQGSGLVSSISIDWLYQRMYFIMDKLVYVCELKNCSNLEEITPFSLIAPQKVVVDSYNGYLFYLLRDGIYRVNLPLPSGRDTKAVRIVESGTLKDFAVKPQSKRIIYFNDTMQLFMSTFLDGSAFHRV.... (6) The pIC50 is 5.0. The compound is CCn1cc(C(=O)O)c(=O)c2cc(F)c(N3CCNCC3)nc21. The target protein (P21281) has sequence MALRAMRGIVNGAAPELPVPTGGPAVGAREQALAVSRNYLSQPRLTYKTVSGVNGPLVILDHVKFPRYAEIVHLTLPDGTKRSGQVLEVSGSKAVVQVFEGTSGIDAKKTSCEFTGDILRTPVSEDMLGRVFNGSGKPIDRGPVVLAEDFLDIMGQPINPQCRIYPEEMIQTGISAIDGMNSIARGQKIPIFSAAGLPHNEIAAQICRQAGLVKKSKDVVDYSEENFAIVFAAMGVNMETARFFKSDFEENGSMDNVCLFLNLANDPTIERIITPRLALTTAEFLAYQCEKHVLVILTDMSSYAEALREVSAAREEVPGRRGFPGYMYTDLATIYERAGRVEGRNGSITQIPILTMPNDDITHPIPDLTGYITEGQIYVDRQLHNRQIYPPINVLPSLSRLMKSAIGEGMTRKDHADVSNQLYACYAIGKDVQAMKAVVGEEALTSDDLLYLEFLQKFERNFIAQGPYENRTVFETLDIGWQLLRIFPKEMLKRIPQSTL....